Task: Predict which catalyst facilitates the given reaction.. Dataset: Catalyst prediction with 721,799 reactions and 888 catalyst types from USPTO (1) Reactant: [F:1][C:2]1[C:7]([F:8])=[CH:6][CH:5]=[CH:4][C:3]=1[C:9]1[N:14]=[C:13]([N:15]2[CH2:20][CH2:19][N:18](C(OC(C)(C)C)=O)[CH2:17][CH2:16]2)[CH:12]=[CH:11][N:10]=1.C(OCC)(=O)C.Cl. Product: [F:1][C:2]1[C:7]([F:8])=[CH:6][CH:5]=[CH:4][C:3]=1[C:9]1[N:14]=[C:13]([N:15]2[CH2:20][CH2:19][NH:18][CH2:17][CH2:16]2)[CH:12]=[CH:11][N:10]=1. The catalyst class is: 13. (2) Reactant: Cl.[OH:2][C@H:3]1[CH2:7][NH:6][C@H:5]([C:8]([NH:10][CH2:11][C:12]2[CH:17]=[CH:16][C:15]([C:18]3[S:22][CH:21]=[N:20][C:19]=3[CH3:23])=[CH:14][CH:13]=2)=[O:9])[CH2:4]1.F[C:25]1[N:30]=[C:29]([C:31]#[N:32])[CH:28]=[CH:27][CH:26]=1.CCN(C(C)C)C(C)C. Product: [C:31]([C:29]1[N:30]=[C:25]([N:6]2[CH2:7][C@H:3]([OH:2])[CH2:4][C@H:5]2[C:8]([NH:10][CH2:11][C:12]2[CH:13]=[CH:14][C:15]([C:18]3[S:22][CH:21]=[N:20][C:19]=3[CH3:23])=[CH:16][CH:17]=2)=[O:9])[CH:26]=[CH:27][CH:28]=1)#[N:32]. The catalyst class is: 16. (3) Reactant: [Cl:1][C:2]1[C:7]([C:8]2[CH:13]=[CH:12][CH:11]=[CH:10][CH:9]=2)=[N:6][N:5]=[C:4]2[N:14]([CH2:23][C:24]([OH:26])=O)[N:15]=[C:16]([C:17]3[CH:22]=[CH:21][CH:20]=[CH:19][CH:18]=3)[C:3]=12.[CH3:27][N:28]1[CH2:33][CH2:32][CH:31]([NH2:34])[CH2:30][CH2:29]1.C(N(C(C)C)CC)(C)C.F[P-](F)(F)(F)(F)F.N1(OC(N(C)C)=[N+](C)C)C2N=CC=CC=2N=N1. Product: [Cl:1][C:2]1[C:7]([C:8]2[CH:9]=[CH:10][CH:11]=[CH:12][CH:13]=2)=[N:6][N:5]=[C:4]2[N:14]([CH2:23][C:24]([NH:34][CH:31]3[CH2:32][CH2:33][N:28]([CH3:27])[CH2:29][CH2:30]3)=[O:26])[N:15]=[C:16]([C:17]3[CH:22]=[CH:21][CH:20]=[CH:19][CH:18]=3)[C:3]=12. The catalyst class is: 31. (4) Reactant: [Br:1][C:2]1[C:7]([OH:8])=[CH:6][CH:5]=[CH:4][N:3]=1.[CH3:9][O-].[Na+].CI. Product: [Br:1][C:2]1[C:7]([O:8][CH3:9])=[CH:6][CH:5]=[CH:4][N:3]=1. The catalyst class is: 376. (5) Reactant: [Cl:1][C:2]1[CH:3]=[C:4]([NH:16][C:17]2[C:26]3[C:21](=[CH:22][CH:23]=[CH:24][C:25]=3[O:27][C@H:28]([CH3:33])[C:29]([O:31]C)=O)[N:20]=[CH:19][N:18]=2)[CH:5]=[CH:6][C:7]=1[O:8][C:9]1[CH:10]=[N:11][C:12]([CH3:15])=[CH:13][CH:14]=1.[CH3:34][NH:35][CH3:36]. Product: [Cl:1][C:2]1[CH:3]=[C:4]([NH:16][C:17]2[C:26]3[C:21](=[CH:22][CH:23]=[CH:24][C:25]=3[O:27][C@H:28]([CH3:33])[C:29]([N:35]([CH3:36])[CH3:34])=[O:31])[N:20]=[CH:19][N:18]=2)[CH:5]=[CH:6][C:7]=1[O:8][C:9]1[CH:10]=[N:11][C:12]([CH3:15])=[CH:13][CH:14]=1. The catalyst class is: 5. (6) The catalyst class is: 2. Reactant: C[O:2][C:3]1[CH:8]=[CH:7][CH:6]=[CH:5][C:4]=1[CH2:9][C:10]([NH2:12])=[O:11].B(Br)(Br)Br.O. Product: [OH:2][C:3]1[CH:8]=[CH:7][CH:6]=[CH:5][C:4]=1[CH2:9][C:10]([NH2:12])=[O:11]. (7) Reactant: [F:1][C:2]1[CH:3]=[CH:4][C:5]([C:8]2[CH:12]=[CH:11][N:10]([CH2:13][CH:14]=[O:15])[N:9]=2)=[N:6][CH:7]=1.[NH2:16][CH2:17][CH2:18]O.[N:20]1[N:21]([C:25]2[CH:33]=[CH:32][CH:31]=[CH:30][C:26]=2[C:27]([OH:29])=O)[N:22]=[CH:23][CH:24]=1.CCN(C(C)C)C(C)C.CN(C(ON1N=NC2C=CC=NC1=2)=[N+](C)C)C.F[P-](F)(F)(F)(F)F. Product: [F:1][C:2]1[CH:3]=[CH:4][C:5]([C:8]2[CH:12]=[CH:11][N:10]([CH2:13][CH:14]3[N:16]([C:27]([C:26]4[CH:30]=[CH:31][CH:32]=[CH:33][C:25]=4[N:21]4[N:20]=[CH:24][CH:23]=[N:22]4)=[O:29])[CH2:17][CH2:18][O:15]3)[N:9]=2)=[N:6][CH:7]=1. The catalyst class is: 794. (8) Reactant: [BH4-].[Na+].[CH3:3][C:4]([C:6]1[C:11]([N+:12]([O-:14])=[O:13])=[CH:10][C:9]2[O:15][CH2:16][O:17][C:8]=2[CH:7]=1)=[O:5].C(Cl)Cl.[Cl-].[NH4+]. Product: [CH2:16]1[O:17][C:8]2[C:9](=[CH:10][C:11]([N+:12]([O-:14])=[O:13])=[C:6]([CH:4]([OH:5])[CH3:3])[CH:7]=2)[O:15]1. The catalyst class is: 5. (9) Reactant: C(OC([N:8]1[CH2:17][CH2:16][C:15]2[N:14]=[CH:13][C:12]([NH:18][C:19]([C:21]3[CH:25]=[CH:24][NH:23][N:22]=3)=[O:20])=[CH:11][C:10]=2[CH2:9]1)=O)(C)(C)C. Product: [N:14]1[C:15]2[CH2:16][CH2:17][NH:8][CH2:9][C:10]=2[CH:11]=[C:12]([NH:18][C:19]([C:21]2[CH:25]=[CH:24][NH:23][N:22]=2)=[O:20])[CH:13]=1. The catalyst class is: 617. (10) Reactant: [F:1][C:2]1[CH:7]=[C:6]([CH2:8]O)[CH:5]=[CH:4][C:3]=1[C:10]1[C:11]([C:16]#[N:17])=[CH:12][CH:13]=[CH:14][CH:15]=1.P(Br)(Br)[Br:19].C(=O)([O-])O.[Na+]. Product: [Br:19][CH2:8][C:6]1[CH:5]=[CH:4][C:3]([C:10]2[C:11]([C:16]#[N:17])=[CH:12][CH:13]=[CH:14][CH:15]=2)=[C:2]([F:1])[CH:7]=1. The catalyst class is: 11.